The task is: Regression. Given two drug SMILES strings and cell line genomic features, predict the synergy score measuring deviation from expected non-interaction effect.. This data is from NCI-60 drug combinations with 297,098 pairs across 59 cell lines. (1) Drug 1: C1=NNC2=C1C(=O)NC=N2. Drug 2: CC1C(C(CC(O1)OC2CC(CC3=C2C(=C4C(=C3O)C(=O)C5=CC=CC=C5C4=O)O)(C(=O)C)O)N)O. Cell line: SK-MEL-28. Synergy scores: CSS=52.7, Synergy_ZIP=-0.693, Synergy_Bliss=1.37, Synergy_Loewe=-70.7, Synergy_HSA=1.25. (2) Drug 1: C1=CC(=CC=C1CC(C(=O)O)N)N(CCCl)CCCl.Cl. Drug 2: C1=NC2=C(N1)C(=S)N=CN2. Cell line: CAKI-1. Synergy scores: CSS=15.3, Synergy_ZIP=-17.1, Synergy_Bliss=-24.4, Synergy_Loewe=-28.1, Synergy_HSA=-21.2. (3) Drug 1: C1=NC2=C(N=C(N=C2N1C3C(C(C(O3)CO)O)O)F)N. Drug 2: N.N.Cl[Pt+2]Cl. Cell line: RPMI-8226. Synergy scores: CSS=38.1, Synergy_ZIP=-2.75, Synergy_Bliss=-0.422, Synergy_Loewe=-5.96, Synergy_HSA=4.01. (4) Drug 1: CCCCC(=O)OCC(=O)C1(CC(C2=C(C1)C(=C3C(=C2O)C(=O)C4=C(C3=O)C=CC=C4OC)O)OC5CC(C(C(O5)C)O)NC(=O)C(F)(F)F)O. Drug 2: CN1C2=C(C=C(C=C2)N(CCCl)CCCl)N=C1CCCC(=O)O.Cl. Cell line: K-562. Synergy scores: CSS=9.70, Synergy_ZIP=16.1, Synergy_Bliss=16.3, Synergy_Loewe=11.1, Synergy_HSA=7.71. (5) Drug 1: CCC1=CC2CC(C3=C(CN(C2)C1)C4=CC=CC=C4N3)(C5=C(C=C6C(=C5)C78CCN9C7C(C=CC9)(C(C(C8N6C)(C(=O)OC)O)OC(=O)C)CC)OC)C(=O)OC.C(C(C(=O)O)O)(C(=O)O)O. Drug 2: C(CN)CNCCSP(=O)(O)O. Cell line: MDA-MB-231. Synergy scores: CSS=8.12, Synergy_ZIP=1.79, Synergy_Bliss=6.23, Synergy_Loewe=-27.8, Synergy_HSA=0.00445. (6) Drug 1: CC12CCC(CC1=CCC3C2CCC4(C3CC=C4C5=CN=CC=C5)C)O. Drug 2: CC1=C(C=C(C=C1)NC(=O)C2=CC=C(C=C2)CN3CCN(CC3)C)NC4=NC=CC(=N4)C5=CN=CC=C5. Cell line: HOP-62. Synergy scores: CSS=5.53, Synergy_ZIP=-1.57, Synergy_Bliss=0.478, Synergy_Loewe=-3.94, Synergy_HSA=0.0875.